Dataset: NCI-60 drug combinations with 297,098 pairs across 59 cell lines. Task: Regression. Given two drug SMILES strings and cell line genomic features, predict the synergy score measuring deviation from expected non-interaction effect. (1) Cell line: COLO 205. Drug 2: COC1=C2C(=CC3=C1OC=C3)C=CC(=O)O2. Drug 1: CC1C(C(=O)NC(C(=O)N2CCCC2C(=O)N(CC(=O)N(C(C(=O)O1)C(C)C)C)C)C(C)C)NC(=O)C3=C4C(=C(C=C3)C)OC5=C(C(=O)C(=C(C5=N4)C(=O)NC6C(OC(=O)C(N(C(=O)CN(C(=O)C7CCCN7C(=O)C(NC6=O)C(C)C)C)C)C(C)C)C)N)C. Synergy scores: CSS=24.0, Synergy_ZIP=-2.80, Synergy_Bliss=-7.00, Synergy_Loewe=-49.6, Synergy_HSA=-8.25. (2) Drug 1: CN1CCC(CC1)COC2=C(C=C3C(=C2)N=CN=C3NC4=C(C=C(C=C4)Br)F)OC. Drug 2: C1CN(P(=O)(OC1)NCCCl)CCCl. Cell line: SW-620. Synergy scores: CSS=-8.03, Synergy_ZIP=-0.766, Synergy_Bliss=-10.4, Synergy_Loewe=-13.2, Synergy_HSA=-11.7. (3) Drug 1: CCN(CC)CCNC(=O)C1=C(NC(=C1C)C=C2C3=C(C=CC(=C3)F)NC2=O)C. Drug 2: CC1=C(N=C(N=C1N)C(CC(=O)N)NCC(C(=O)N)N)C(=O)NC(C(C2=CN=CN2)OC3C(C(C(C(O3)CO)O)O)OC4C(C(C(C(O4)CO)O)OC(=O)N)O)C(=O)NC(C)C(C(C)C(=O)NC(C(C)O)C(=O)NCCC5=NC(=CS5)C6=NC(=CS6)C(=O)NCCC[S+](C)C)O. Cell line: SF-268. Synergy scores: CSS=13.8, Synergy_ZIP=-6.81, Synergy_Bliss=-0.781, Synergy_Loewe=-8.42, Synergy_HSA=-1.16. (4) Drug 1: COC1=C2C(=CC3=C1OC=C3)C=CC(=O)O2. Synergy scores: CSS=5.19, Synergy_ZIP=-6.26, Synergy_Bliss=-11.2, Synergy_Loewe=-2.37, Synergy_HSA=-6.78. Drug 2: CC(C)CN1C=NC2=C1C3=CC=CC=C3N=C2N. Cell line: HT29. (5) Drug 1: CNC(=O)C1=NC=CC(=C1)OC2=CC=C(C=C2)NC(=O)NC3=CC(=C(C=C3)Cl)C(F)(F)F. Drug 2: C1CCC(C(C1)N)N.C(=O)(C(=O)[O-])[O-].[Pt+4]. Cell line: ACHN. Synergy scores: CSS=27.7, Synergy_ZIP=1.10, Synergy_Bliss=5.14, Synergy_Loewe=-9.15, Synergy_HSA=1.39. (6) Cell line: HCT-15. Drug 1: CC1=CC2C(CCC3(C2CCC3(C(=O)C)OC(=O)C)C)C4(C1=CC(=O)CC4)C. Drug 2: B(C(CC(C)C)NC(=O)C(CC1=CC=CC=C1)NC(=O)C2=NC=CN=C2)(O)O. Synergy scores: CSS=3.00, Synergy_ZIP=3.81, Synergy_Bliss=6.27, Synergy_Loewe=3.54, Synergy_HSA=4.73. (7) Drug 1: CC(C)NC(=O)C1=CC=C(C=C1)CNNC.Cl. Drug 2: C1C(C(OC1N2C=NC(=NC2=O)N)CO)O. Cell line: SNB-19. Synergy scores: CSS=6.46, Synergy_ZIP=-3.06, Synergy_Bliss=0.421, Synergy_Loewe=-9.07, Synergy_HSA=-0.689. (8) Drug 1: CC1CCC2CC(C(=CC=CC=CC(CC(C(=O)C(C(C(=CC(C(=O)CC(OC(=O)C3CCCCN3C(=O)C(=O)C1(O2)O)C(C)CC4CCC(C(C4)OC)O)C)C)O)OC)C)C)C)OC. Drug 2: C1=CC=C(C=C1)NC(=O)CCCCCCC(=O)NO. Cell line: MDA-MB-231. Synergy scores: CSS=14.3, Synergy_ZIP=1.30, Synergy_Bliss=2.99, Synergy_Loewe=-0.613, Synergy_HSA=2.04. (9) Drug 1: CS(=O)(=O)C1=CC(=C(C=C1)C(=O)NC2=CC(=C(C=C2)Cl)C3=CC=CC=N3)Cl. Drug 2: CC1=CC=C(C=C1)C2=CC(=NN2C3=CC=C(C=C3)S(=O)(=O)N)C(F)(F)F. Cell line: SF-268. Synergy scores: CSS=2.69, Synergy_ZIP=2.57, Synergy_Bliss=6.72, Synergy_Loewe=4.37, Synergy_HSA=3.67. (10) Drug 1: C1=NC2=C(N1)C(=S)N=C(N2)N. Drug 2: C1=CC=C(C=C1)NC(=O)CCCCCCC(=O)NO. Cell line: MDA-MB-231. Synergy scores: CSS=19.1, Synergy_ZIP=2.36, Synergy_Bliss=5.07, Synergy_Loewe=5.13, Synergy_HSA=6.50.